This data is from CYP1A2 inhibition data for predicting drug metabolism from PubChem BioAssay. The task is: Regression/Classification. Given a drug SMILES string, predict its absorption, distribution, metabolism, or excretion properties. Task type varies by dataset: regression for continuous measurements (e.g., permeability, clearance, half-life) or binary classification for categorical outcomes (e.g., BBB penetration, CYP inhibition). Dataset: cyp1a2_veith. (1) The molecule is CNC(=O)c1sc(SC)cc1-c1ccc(Cl)cc1. The result is 1 (inhibitor). (2) The compound is CCCCC#Cc1ccccc1CC(=O)Nc1ccccc1. The result is 1 (inhibitor). (3) The result is 0 (non-inhibitor). The molecule is COCC(=O)N1CCC2(CC1)CCN(C(=O)Nc1ccc(OC)cc1)CC2. (4) The result is 0 (non-inhibitor). The molecule is CC1(C)C(=O)N(CCN2CCC(C(=O)c3ccc(F)cc3)CC2)c2ccccc21.